From a dataset of Experimentally validated miRNA-target interactions with 360,000+ pairs, plus equal number of negative samples. Binary Classification. Given a miRNA mature sequence and a target amino acid sequence, predict their likelihood of interaction. (1) The protein sequence of the target gene is MALQDVCKWQTPDTPRPSIHLPQAGGWAVPRGCDPQTFLQIHGPRLAHGTTTLAFRFRHGVIAAADTRSSCGSYVACPASRKVIPVHQRLLGTTSGTSADCATWYRVLRRELRLRELREGQLPSVAGTAKLLAAMMSCYRGLDLCVATALCGWDHSGPALFYVYSDGTCLQGDIFSVGSGSPYAYGVLDRGYHYDMTIQEAYTLARCAVAHATHRDAYSGGSVDLFHVRESGWEYVSRSDACVLYRELQKARSLEQELEAKACGIYPEPATPQGARECKELFVEQEEVTPEDCAIIMKTE.... The miRNA is hsa-miR-450b-5p with sequence UUUUGCAAUAUGUUCCUGAAUA. Result: 0 (no interaction). (2) The miRNA is hsa-miR-3677-3p with sequence CUCGUGGGCUCUGGCCACGGCC. The protein sequence of the target gene is MAVEDEGLRVFQSVKIKIGEAKNLPSYPGPSKMRDCYCTVNLDQEEVFRTKIVEKSLCPFYGEDFYCEIPRSFRHLSFYIFDRDVFRRDSIIGKVAIQKEDLQKYHNRDTWFQLQHVDADSEVQGKVHLELRLSEVITDTGVVCHKLATRIVECQGLPIVNGQCDPYATVTLAGPFRSEAKKTKVKRKTNNPQFDEVFYFEVTRPCSYSKKSHFDFEEEDVDKLEIRVDLWNASNLKFGDEFLGELRIPLKVLRQSSSYEAWYFLQPRDNGSKSLKPDDLGSLRLNVVYTEDHVFSSDYY.... Result: 0 (no interaction). (3) The miRNA is hsa-miR-532-3p with sequence CCUCCCACACCCAAGGCUUGCA. The protein sequence of the target gene is MRPMRIFVNDDRHVMAKHSSVYPTQEELEAVQNMVSHTERALKAVSDWIDEQEKGSSEQAESDNMDVPPEDDSKEGAGEQKTEHMTRTLRGVMRVGLVAKGLLLKGDLDLELVLLCKEKPTTALLDKVADNLAIQLAAVTEDKYEILQSVDDAAIVIKNTKEPPLSLTIHLTSPVVREEMEKVLAGETLSVNDPPDVLDRQKCLAALASLRHAKWFQARANGLKSCVIVIRVLRDLCTRVPTWGPLRGWPLELLCEKSIGTANRPMGAGEALRRVLECLASGIVMPDGSGIYDPCEKEAT.... Result: 1 (interaction). (4) The miRNA is mmu-miR-3069-5p with sequence UUGGCAGUCAAGAUAUUGUUUAGC. The protein sequence of the target gene is MELYETSPYFYQEPRFYDGENYLPVHLQGFEPPGYERTELTLSPEAPGPLEDKGLGTPEHCPGQCLPWACKVCKRKSVSVDRRRAATLREKRRLKKVNEAFEALKRSTLLNPNQRLPKVEILRSAIQYIERLQALLSSLNQEERDLRYRGGGGPQPGVPSECSSHSASCSPEWGSALEFSANPGDHLLTADPTDAHNLHSLTSIVDSITVEDVSVAFPDETMPN. Result: 0 (no interaction). (5) The miRNA is mmu-miR-465a-5p with sequence UAUUUAGAAUGGCACUGAUGUGA. The protein sequence of the target gene is MVDYSVWDHIEVSDDEDETHPNIDTASLFRWRHQARVERMEQFQKEKEELDRGCRECKRKVAECQRKLKELEVAESDGQVELERLRAEAQQLRKEERSWEQKLEDMRKKEKNMPWNVDTLSKDGFSKSMVNTKPEKAEEDSEEAREQKHKTFVEKYEKQIKHFGMLHRWDDSQKYLSDNVHLVCEETANYLVIWCIDLEVEEKCALMEQVAHQTMVMQFILELAKSLKVDPRACFRQFFTKIKTADHQYMEGFKYELEAFKERVRGRAKLRIEKAMKEYEEEERKKRLGPGGLDPVEVYE.... Result: 1 (interaction). (6) The miRNA is mmu-miR-804 with sequence UGUGAGUUGUUCCUCACCUGGA. The protein sequence of the target gene is MLFNLRILLNNAAFRNGHNFMVRNFRCGQPLQNKVQLKGRDLLTLKNFTGEEIKYMLWLSADLKFRIKQKGEYLPLLQGKSLGMIFEKRSTRTRLSTETGFALLGGHPCFLTTQDIHLGVNESLTDTARVLSSMADAVLARVYKQSDLDTLAKEASIPIINGLSDLYHPIQILADYLTLQEHYSSLKGLTLSWIGDGNNILHSIMMSAAKFGMHLQAATPKGYEPDASVTKLAEQYAKENGTKLLLTNDPLEAAHGGNVLITDTWISMGQEEEKKKRLQAFQGYQVTMKTAKVAASDWTF.... Result: 0 (no interaction).